From a dataset of Peptide-MHC class I binding affinity with 185,985 pairs from IEDB/IMGT. Regression. Given a peptide amino acid sequence and an MHC pseudo amino acid sequence, predict their binding affinity value. This is MHC class I binding data. (1) The binding affinity (normalized) is 0.0847. The peptide sequence is RYPGVMYAF. The MHC is HLA-B08:02 with pseudo-sequence HLA-B08:02. (2) The peptide sequence is FGRRNMFFV. The MHC is H-2-Db with pseudo-sequence H-2-Db. The binding affinity (normalized) is 0.351.